Dataset: Reaction yield outcomes from USPTO patents with 853,638 reactions. Task: Predict the reaction yield, written as a fraction of the theoretical maximum amount of product (1.0 means a 100% yield; for example, 0.34 means a 34% yield). (1) The reactants are [NH2:1][C:2]1[C:3](=[O:16])[N:4]([CH2:8][C:9]([O:11][C:12]([CH3:15])([CH3:14])[CH3:13])=[O:10])[CH:5]=[CH:6][CH:7]=1.CN1CCOCC1.[C:24]1([CH2:30][S:31](Cl)(=[O:33])=[O:32])[CH:29]=[CH:28][CH:27]=[CH:26][CH:25]=1. The catalyst is C(Cl)Cl. The product is [CH2:30]([S:31]([NH:1][C:2]1[C:3](=[O:16])[N:4]([CH2:8][C:9]([O:11][C:12]([CH3:13])([CH3:15])[CH3:14])=[O:10])[CH:5]=[CH:6][CH:7]=1)(=[O:33])=[O:32])[C:24]1[CH:29]=[CH:28][CH:27]=[CH:26][CH:25]=1. The yield is 0.960. (2) The reactants are [Br:1][C:2]1[CH:3]=[CH:4][C:5]2[NH:6][C:7]3[C:12]([C:13]=2[CH:14]=1)=[CH:11][C:10]([Br:15])=[CH:9][CH:8]=3.[H-].[Na+].[Br:18][C:19]1[CH:20]=[CH:21][C:22]2[N:23]([CH2:33][CH:34]3[CH2:36][O:35]3)[C:24]3[C:29]([C:30]=2[CH:31]=1)=[CH:28][C:27]([Br:32])=[CH:26][CH:25]=3. The catalyst is CN(C=O)C. The product is [Br:15][C:10]1[CH:9]=[CH:8][C:7]2[N:6]([CH2:36][CH:34]([OH:35])[CH2:33][N:23]3[C:24]4[CH:25]=[CH:26][C:27]([Br:32])=[CH:28][C:29]=4[C:30]4[C:22]3=[CH:21][CH:20]=[C:19]([Br:18])[CH:31]=4)[C:5]3[C:13]([C:12]=2[CH:11]=1)=[CH:14][C:2]([Br:1])=[CH:3][CH:4]=3. The yield is 0.340. (3) The reactants are O=[C:2]([CH2:8][C:9](=O)[C:10]1[CH:15]=[CH:14][CH:13]=[CH:12][CH:11]=1)[C:3]([O:5][CH2:6][CH3:7])=[O:4].O.[NH2:18][NH2:19]. The catalyst is C(O)C. The product is [C:10]1([C:9]2[NH:19][N:18]=[C:2]([C:3]([O:5][CH2:6][CH3:7])=[O:4])[CH:8]=2)[CH:15]=[CH:14][CH:13]=[CH:12][CH:11]=1. The yield is 0.670. (4) The reactants are C1C=CC2N(O)N=NC=2C=1.[CH3:11][CH2:12][N:13](C(C)C)[CH:14](C)[CH3:15].[Br:20][C:21]1[CH:29]=[CH:28][CH:27]=[CH:26][C:22]=1[C:23]([OH:25])=O.C(NCC)C.CCN=C=NCCCN(C)C. The catalyst is C(Cl)Cl. The product is [Br:20][C:21]1[CH:29]=[CH:28][CH:27]=[CH:26][C:22]=1[C:23]([N:13]([CH2:14][CH3:15])[CH2:12][CH3:11])=[O:25]. The yield is 0.680. (5) The yield is 0.540. The reactants are [N:1]([C:10]1[CH:16]=[CH:15][C:13]([NH2:14])=[CH:12][CH:11]=1)=[N:2][C:3]1[CH:9]=[CH:8][C:6]([NH2:7])=[CH:5][CH:4]=1.C([O:20][CH2:21][CH3:22])(=O)C. The product is [C:21]([NH:14][C:13]1[CH:15]=[CH:16][C:10]([N:1]=[N:2][C:3]2[CH:4]=[CH:5][C:6]([NH2:7])=[CH:8][CH:9]=2)=[CH:11][CH:12]=1)(=[O:20])[C:22]1[CH:8]=[CH:9][CH:3]=[CH:4][CH:5]=1. The catalyst is ClCCl. (6) The reactants are [C:1]([C:3]1[C:4]([O:13][CH2:14][CH2:15][CH2:16][OH:17])=[N:5][NH:6][C:7]=1[N:8]=[CH:9][N:10](C)C)#[N:2].[Cl:18][C:19]1[CH:20]=[C:21]([CH:23]=[CH:24][C:25]=1[O:26][CH2:27][C:28]1[CH:33]=[CH:32][CH:31]=[CH:30][N:29]=1)N. No catalyst specified. The product is [Cl:18][C:19]1[CH:20]=[C:21]([NH:2][C:1]2[N:10]=[CH:9][N:8]=[C:7]3[NH:6][N:5]=[C:4]([O:13][CH2:14][CH2:15][CH2:16][OH:17])[C:3]=23)[CH:23]=[CH:24][C:25]=1[O:26][CH2:27][C:28]1[CH:33]=[CH:32][CH:31]=[CH:30][N:29]=1. The yield is 0.520. (7) The reactants are [N:1]1[CH:6]=[CH:5][C:4]([C:7]2[N:11]3[CH2:12][CH2:13][CH2:14][NH:15][C:10]3=[N:9][N:8]=2)=[CH:3][CH:2]=1.Cl[CH2:17][C:18]1[O:22][C:21]([C:23]2[CH:24]=[C:25]([CH:28]=[CH:29][CH:30]=2)[C:26]#[N:27])=[N:20][N:19]=1.C([O-])([O-])=O.[K+].[K+]. The catalyst is CC(=O)CC. The product is [N:1]1[CH:6]=[CH:5][C:4]([C:7]2[N:11]3[CH2:12][CH2:13][CH2:14][N:15]([CH2:17][C:18]4[O:22][C:21]([C:23]5[CH:24]=[C:25]([CH:28]=[CH:29][CH:30]=5)[C:26]#[N:27])=[N:20][N:19]=4)[C:10]3=[N:9][N:8]=2)=[CH:3][CH:2]=1. The yield is 0.160. (8) The reactants are [CH3:1][C:2]([NH:18][CH2:19][CH:20]([C:22]1[CH:23]=[C:24]([NH:28][S:29]([C:32]2[CH:37]=[CH:36][CH:35]=[CH:34][CH:33]=2)(=[O:31])=[O:30])[CH:25]=[CH:26][CH:27]=1)[OH:21])([CH3:17])[CH2:3][CH2:4][N:5]1[C:9]2[CH:10]=[C:11]([N+:14]([O-])=O)[CH:12]=[CH:13][C:8]=2[N:7]=[CH:6]1.[H][H]. The catalyst is [Pd].CO. The product is [NH2:14][C:11]1[CH:12]=[CH:13][C:8]2[N:7]=[CH:6][N:5]([CH2:4][CH2:3][C:2]([NH:18][CH2:19][CH:20]([C:22]3[CH:23]=[C:24]([NH:28][S:29]([C:32]4[CH:37]=[CH:36][CH:35]=[CH:34][CH:33]=4)(=[O:31])=[O:30])[CH:25]=[CH:26][CH:27]=3)[OH:21])([CH3:1])[CH3:17])[C:9]=2[CH:10]=1. The yield is 0.980. (9) The reactants are [CH3:1][C:2]1[N:3]=[N:4][C:5]([C:8]2[CH:13]=[CH:12][CH:11]=[CH:10][CH:9]=2)=[CH:6][CH:7]=1.C1C(=O)N([Br:21])C(=O)C1.N(C(C)(CC(C)C)C#N)=NC(C)(CC(C)C)C#N. The catalyst is ClCCCl. The product is [Br:21][CH2:1][C:2]1[N:3]=[N:4][C:5]([C:8]2[CH:9]=[CH:10][CH:11]=[CH:12][CH:13]=2)=[CH:6][CH:7]=1. The yield is 0.330. (10) The reactants are N(OC(C)(C)C)=O.[CH2:8]([O:10][C:11]([C:13]1[CH:14]=[N:15][N:16]([C:19]([CH3:22])([CH3:21])[CH3:20])[C:17]=1N)=[O:12])[CH3:9].[ClH:23]. The catalyst is C(#N)C. The product is [CH2:8]([O:10][C:11]([C:13]1[CH:14]=[N:15][N:16]([C:19]([CH3:22])([CH3:21])[CH3:20])[C:17]=1[Cl:23])=[O:12])[CH3:9]. The yield is 0.390.